Task: Regression. Given a peptide amino acid sequence and an MHC pseudo amino acid sequence, predict their binding affinity value. This is MHC class I binding data.. Dataset: Peptide-MHC class I binding affinity with 185,985 pairs from IEDB/IMGT (1) The peptide sequence is TNKFAAICTH. The MHC is HLA-A03:01 with pseudo-sequence HLA-A03:01. The binding affinity (normalized) is 0.324. (2) The peptide sequence is PAHKSQLVW. The MHC is HLA-B35:01 with pseudo-sequence HLA-B35:01. The binding affinity (normalized) is 0.0847.